Dataset: Forward reaction prediction with 1.9M reactions from USPTO patents (1976-2016). Task: Predict the product of the given reaction. (1) The product is: [CH3:18][C:19]([NH:27][C:15]([C:7]1[CH:6]=[N:5][C:4]([CH:1]2[CH2:2][CH2:3]2)=[C:9]([O:10][CH2:11][CH:12]2[CH2:13][CH2:14]2)[N:8]=1)=[O:17])([C:21]1[S:22][C:23]([CH3:26])=[CH:24][N:25]=1)[CH3:20]. Given the reactants [CH:1]1([C:4]2[N:5]=[CH:6][C:7]([C:15]([OH:17])=O)=[N:8][C:9]=2[O:10][CH2:11][CH:12]2[CH2:14][CH2:13]2)[CH2:3][CH2:2]1.[CH3:18][C:19]([NH2:27])([C:21]1[S:22][C:23]([CH3:26])=[CH:24][N:25]=1)[CH3:20], predict the reaction product. (2) Given the reactants [CH3:1][C:2]1[CH:7]=[CH:6][N:5]=[CH:4][N:3]=1.[F:8][C:9]1[CH:19]=[CH:18][C:12]([C:13](OCC)=[O:14])=[CH:11][CH:10]=1.C[Si]([N-][Si](C)(C)C)(C)C.[Li+], predict the reaction product. The product is: [F:8][C:9]1[CH:19]=[CH:18][C:12]([C:13](=[O:14])[CH2:1][C:2]2[CH:7]=[CH:6][N:5]=[CH:4][N:3]=2)=[CH:11][CH:10]=1. (3) Given the reactants [NH:1]1[CH:5]=[CH:4][N:3]=[CH:2]1.[B:6]([OH:9])([OH:8])[OH:7], predict the reaction product. The product is: [B:6]([O-:9])([O-:8])[O-:7].[B:6]([O-:9])([O-:8])[O-:7].[B:6]([O-:9])([O-:8])[O-:7].[B:6]([O-:9])([O-:8])[O-:7].[B:6]([O-:9])([O-:8])[O-:7].[B:6]([O-:9])([O-:8])[O-:7].[B:6]([O-:9])([O-:8])[O-:7].[B:6]([O-:9])([O-:8])[O-:7].[B:6]([O-:9])([O-:8])[O-:7].[NH+:1]1[CH:5]=[CH:4][NH:3][CH:2]=1.[NH+:1]1[CH:5]=[CH:4][NH:3][CH:2]=1.[NH+:1]1[CH:5]=[CH:4][NH:3][CH:2]=1.[NH+:1]1[CH:5]=[CH:4][NH:3][CH:2]=1.[NH+:1]1[CH:5]=[CH:4][NH:3][CH:2]=1.[NH+:1]1[CH:5]=[CH:4][NH:3][CH:2]=1.[NH+:1]1[CH:5]=[CH:4][NH:3][CH:2]=1.[NH+:1]1[CH:5]=[CH:4][NH:3][CH:2]=1.[NH+:1]1[CH:5]=[CH:4][NH:3][CH:2]=1.[NH+:1]1[CH:5]=[CH:4][NH:3][CH:2]=1.[NH+:1]1[CH:5]=[CH:4][NH:3][CH:2]=1.[NH+:1]1[CH:5]=[CH:4][NH:3][CH:2]=1.[NH+:1]1[CH:5]=[CH:4][NH:3][CH:2]=1.[NH+:1]1[CH:5]=[CH:4][NH:3][CH:2]=1.[NH+:1]1[CH:5]=[CH:4][NH:3][CH:2]=1.[NH+:1]1[CH:5]=[CH:4][NH:3][CH:2]=1.[NH+:1]1[CH:5]=[CH:4][NH:3][CH:2]=1.[NH+:1]1[CH:5]=[CH:4][NH:3][CH:2]=1.[NH+:1]1[CH:5]=[CH:4][NH:3][CH:2]=1.[NH+:1]1[CH:5]=[CH:4][NH:3][CH:2]=1.[NH+:1]1[CH:5]=[CH:4][NH:3][CH:2]=1.[NH+:1]1[CH:5]=[CH:4][NH:3][CH:2]=1.[NH+:1]1[CH:5]=[CH:4][NH:3][CH:2]=1.[NH+:1]1[CH:5]=[CH:4][NH:3][CH:2]=1.[NH+:1]1[CH:5]=[CH:4][NH:3][CH:2]=1.[NH+:1]1[CH:5]=[CH:4][NH:3][CH:2]=1.[NH+:1]1[CH:5]=[CH:4][NH:3][CH:2]=1.